This data is from Catalyst prediction with 721,799 reactions and 888 catalyst types from USPTO. The task is: Predict which catalyst facilitates the given reaction. (1) Reactant: C[O:2][C:3]1[CH:20]=[CH:19][C:6]2[N:7]=[C:8]([C:10]3[CH:11]=[CH:12][C:13]([N:16]([CH3:18])[CH3:17])=[N:14][CH:15]=3)[O:9][C:5]=2[CH:4]=1.Br.C(=O)(O)[O-].[Na+]. Product: [CH3:17][N:16]([CH3:18])[C:13]1[N:14]=[CH:15][C:10]([C:8]2[O:9][C:5]3[CH:4]=[C:3]([OH:2])[CH:20]=[CH:19][C:6]=3[N:7]=2)=[CH:11][CH:12]=1. The catalyst class is: 689. (2) Reactant: [CH2:1]([OH:5])[CH2:2][CH2:3][CH3:4].N#N.[H-].[Na+].Cl[C:11]1[N:16]=[C:15]([Cl:17])[CH:14]=[C:13]([N:18]2[CH2:23][CH2:22][O:21][CH2:20][CH2:19]2)[N:12]=1. Product: [CH2:1]([O:5][C:11]1[N:16]=[C:15]([Cl:17])[CH:14]=[C:13]([N:18]2[CH2:23][CH2:22][O:21][CH2:20][CH2:19]2)[N:12]=1)[CH2:2][CH2:3][CH3:4]. The catalyst class is: 3. (3) Reactant: [O:1]=[C:2]1[C:6]2([CH2:11][CH2:10][NH:9][CH2:8][CH2:7]2)[CH:5]([C:12]2[CH:17]=[CH:16][CH:15]=[CH:14][CH:13]=2)[CH2:4][N:3]1[CH2:18][C:19]1[CH:20]=[C:21]([CH:26]=[CH:27][CH:28]=1)[C:22]([O:24][CH3:25])=[O:23].I[CH2:30][CH2:31][CH2:32][N:33]1[C:37]2[CH:38]=[CH:39][C:40](=O)[CH2:41][C:36]=2[NH:35][C:34]1=[O:43].C(=O)([O-])[O-].[K+].[K+]. Product: [O:1]=[C:2]1[C:6]2([CH2:11][CH2:10][N:9]([CH2:30][CH2:31][CH2:32][N:33]3[C:37]4[CH:38]=[CH:39][CH:40]=[CH:41][C:36]=4[NH:35][C:34]3=[O:43])[CH2:8][CH2:7]2)[CH:5]([C:12]2[CH:17]=[CH:16][CH:15]=[CH:14][CH:13]=2)[CH2:4][N:3]1[CH2:18][C:19]1[CH:20]=[C:21]([CH:26]=[CH:27][CH:28]=1)[C:22]([O:24][CH3:25])=[O:23]. The catalyst class is: 9.